Dataset: Reaction yield outcomes from USPTO patents with 853,638 reactions. Task: Predict the reaction yield, written as a fraction of the theoretical maximum amount of product (1.0 means a 100% yield; for example, 0.34 means a 34% yield). (1) The reactants are [Br:1][C:2]1[CH:3]=[C:4]([C:8]2[CH:20]=[CH:19][C:11]3[NH:12][C:13](=O)[O:14][C:15]([CH3:17])([CH3:16])[C:10]=3[CH:9]=2)[CH:5]=[CH:6][CH:7]=1.COC1C=CC(P2(SP(C3C=CC(OC)=CC=3)(=S)S2)=[S:30])=CC=1. The catalyst is C1(C)C=CC=CC=1. The product is [Br:1][C:2]1[CH:3]=[C:4]([C:8]2[CH:20]=[CH:19][C:11]3[NH:12][C:13](=[S:30])[O:14][C:15]([CH3:17])([CH3:16])[C:10]=3[CH:9]=2)[CH:5]=[CH:6][CH:7]=1. The yield is 0.610. (2) The reactants are [CH2:1]([O:8][C:9]1[CH:18]=[CH:17][C:12]([C:13]([O:15]C)=[O:14])=[CH:11][C:10]=1[O:19][CH2:20][CH2:21][C:22]([F:25])([F:24])[F:23])[C:2]1[CH:7]=[CH:6][CH:5]=[CH:4][CH:3]=1.[OH-].[Li+]. No catalyst specified. The product is [CH2:1]([O:8][C:9]1[CH:18]=[CH:17][C:12]([C:13]([OH:15])=[O:14])=[CH:11][C:10]=1[O:19][CH2:20][CH2:21][C:22]([F:23])([F:25])[F:24])[C:2]1[CH:3]=[CH:4][CH:5]=[CH:6][CH:7]=1. The yield is 0.900. (3) The reactants are N1[CH:6]=[CH:5][CH:4]=[CH:3][CH:2]=1.CS(Cl)(=O)=O.[S:12]([O-])(=O)(=O)C.C(N(CC)CC)C.[C:24]([O:27][CH2:28]C)(=[O:26])C. The catalyst is C(Cl)Cl. The product is [S:12]1[CH2:6][CH2:5][CH:4]=[C:3]([C:24]([O:27][CH3:28])=[O:26])[CH2:2]1. The yield is 0.630. (4) The reactants are [CH:1]1([CH2:6][CH:7]([C:11]2[CH:16]=[CH:15][C:14]([O:17][CH3:18])=[C:13]([O:19][CH3:20])[CH:12]=2)[C:8]([OH:10])=O)[CH2:5][CH2:4][CH2:3][CH2:2]1.C(Cl)(=O)C(Cl)=O.[NH2:27][C:28]1[S:29][CH:30]=[CH:31][N:32]=1.C(N(CC)C(C)C)(C)C. The catalyst is C(Cl)Cl.CN(C)C=O.O1CCCC1. The product is [CH:1]1([CH2:6][CH:7]([C:11]2[CH:16]=[CH:15][C:14]([O:17][CH3:18])=[C:13]([O:19][CH3:20])[CH:12]=2)[C:8]([NH:27][C:28]2[S:29][CH:30]=[CH:31][N:32]=2)=[O:10])[CH2:2][CH2:3][CH2:4][CH2:5]1. The yield is 1.00.